From a dataset of Catalyst prediction with 721,799 reactions and 888 catalyst types from USPTO. Predict which catalyst facilitates the given reaction. (1) Reactant: [CH2:1]([O:8][C:9](=[O:18])[NH:10][C:11]1[CH:16]=[CH:15][NH:14][C:13](=[O:17])[N:12]=1)[C:2]1[CH:7]=[CH:6][CH:5]=[CH:4][CH:3]=1.Br[CH2:20][CH2:21][C:22]#[CH:23].C([O-])([O-])=O.[K+].[K+]. The catalyst class is: 3. Product: [CH2:1]([O:8][C:9](=[O:18])[NH:10][C:11]1[CH:16]=[CH:15][N:14]([CH2:23][CH2:22][C:21]#[CH:20])[C:13](=[O:17])[N:12]=1)[C:2]1[CH:7]=[CH:6][CH:5]=[CH:4][CH:3]=1. (2) Reactant: [CH2:1]([O:8][C:9]1[CH:10]=[CH:11][C:12]([OH:18])=[C:13]([C:15](=O)[CH3:16])[CH:14]=1)[C:2]1[CH:7]=[CH:6][CH:5]=[CH:4][CH:3]=1.[C:19](=O)([O-])[O-].[K+].[K+].BrC[C:27](=[O:31])[CH:28]([CH3:30])[CH3:29]. Product: [CH2:1]([O:8][C:9]1[CH:10]=[CH:11][C:12]2[O:18][C:16]([C:27](=[O:31])[CH:28]([CH3:30])[CH3:29])=[C:15]([CH3:19])[C:13]=2[CH:14]=1)[C:2]1[CH:7]=[CH:6][CH:5]=[CH:4][CH:3]=1. The catalyst class is: 9. (3) Reactant: [CH3:1][C:2]1[CH:3]=[CH:4][CH:5]=[C:6]2[C:10]=1[NH:9][CH:8]=[CH:7]2.[H-].[Na+].[C:13](O[C:13]([O:15][C:16]([CH3:19])([CH3:18])[CH3:17])=[O:14])([O:15][C:16]([CH3:19])([CH3:18])[CH3:17])=[O:14]. Product: [CH3:1][C:2]1[CH:3]=[CH:4][CH:5]=[C:6]2[C:10]=1[N:9]([C:13]([O:15][C:16]([CH3:19])([CH3:18])[CH3:17])=[O:14])[CH:8]=[CH:7]2. The catalyst class is: 142. (4) Reactant: [OH:1][C:2]1[CH:7]=[CH:6][C:5]([C:8]2[C:12]3[CH:13]=[C:14]([C:17]([O:19]C)=[O:18])[CH:15]=[CH:16][C:11]=3[S:10][CH:9]=2)=[CH:4][CH:3]=1.Cl[CH2:22][C:23]1[C:24]([C:31]2[C:36]([Cl:37])=[CH:35][CH:34]=[CH:33][C:32]=2[Cl:38])=[N:25][O:26][C:27]=1[CH:28]([CH3:30])[CH3:29].C(=O)([O-])[O-].[K+].[K+].[OH-].[Na+]. Product: [Cl:37][C:36]1[CH:35]=[CH:34][CH:33]=[C:32]([Cl:38])[C:31]=1[C:24]1[C:23]([CH2:22][O:1][C:2]2[CH:7]=[CH:6][C:5]([C:8]3[C:12]4[CH:13]=[C:14]([C:17]([OH:19])=[O:18])[CH:15]=[CH:16][C:11]=4[S:10][CH:9]=3)=[CH:4][CH:3]=2)=[C:27]([CH:28]([CH3:30])[CH3:29])[O:26][N:25]=1. The catalyst class is: 42. (5) Reactant: [C:1]1([CH2:7][O:8][N:9]2[C:15](=[O:16])[N:14]3[CH2:17][C@H:10]2[CH2:11][CH2:12][C@H:13]3[C:18]([OH:20])=O)[CH:6]=[CH:5][CH:4]=[CH:3][CH:2]=1.CN(C1C=CC=CN=1)C.C(Cl)CCl.[NH2:34][C@H:35]1[CH2:39][CH2:38][N:37]([C:40]([O:42][C:43]([CH3:46])([CH3:45])[CH3:44])=[O:41])[CH2:36]1. Product: [CH2:7]([O:8][N:9]1[C:15](=[O:16])[N:14]2[CH2:17][C@H:10]1[CH2:11][CH2:12][C@H:13]2[C:18]([NH:34][C@H:35]1[CH2:39][CH2:38][N:37]([C:40]([O:42][C:43]([CH3:46])([CH3:45])[CH3:44])=[O:41])[CH2:36]1)=[O:20])[C:1]1[CH:2]=[CH:3][CH:4]=[CH:5][CH:6]=1. The catalyst class is: 4. (6) Reactant: [ClH:1].[CH3:2][C@H:3]1[C@@H:8]([N:9]([C:11]2[N:19]=[CH:18][N:17]=[C:16]3[C:12]=2[CH:13]=[CH:14][NH:15]3)[CH3:10])[CH2:7][N:6]([C:20]([CH2:22][C:23]#[N:24])=[O:21])[CH2:5][CH2:4]1. Product: [CH3:2][C@H:3]1[C@@H:8]([N:9]([C:11]2[N:19]=[CH:18][N:17]=[C:16]3[C:12]=2[CH:13]=[CH:14][NH:15]3)[CH3:10])[CH2:7][N:6]([C:20]([CH2:22][C:23]#[N:24])=[O:21])[CH2:5][CH2:4]1.[ClH:1]. The catalyst class is: 21. (7) Product: [C:23]([O:26][CH:10]1[N:9]=[C:8]([C:16]2[CH:21]=[CH:20][CH:19]=[CH:18][C:17]=2[F:22])[C:7]2[CH:6]=[CH:5][CH:4]=[C:3]([CH2:1][CH3:2])[C:13]=2[NH:12][C:11]1=[O:14])(=[O:25])[CH3:24]. Reactant: [CH2:1]([C:3]1[C:13]2[NH:12][C:11](=[O:14])[CH2:10][N+:9]([O-])=[C:8]([C:16]3[CH:21]=[CH:20][CH:19]=[CH:18][C:17]=3[F:22])[C:7]=2[CH:6]=[CH:5][CH:4]=1)[CH3:2].[C:23]([O:26]C(=O)C)(=[O:25])[CH3:24]. The catalyst class is: 22.